This data is from Full USPTO retrosynthesis dataset with 1.9M reactions from patents (1976-2016). The task is: Predict the reactants needed to synthesize the given product. (1) Given the product [CH3:45][O:44][C:42](=[O:43])[CH2:41][C@H:38]1[C:37]2[CH:46]=[CH:47][C:34]([O:33][C@H:31]3[C:32]4[C:28](=[C:27]([O:48][C:49]5[CH:57]=[CH:56][C:52]([C:53](=[O:54])[N:17]([CH3:18])[CH3:16])=[CH:51][CH:50]=5)[CH:26]=[CH:25][C:24]=4[F:23])[CH2:29][CH2:30]3)=[CH:35][C:36]=2[O:40][CH2:39]1, predict the reactants needed to synthesize it. The reactants are: F[B-](F)(F)F.N1(O[C:16](N(C)C)=[N+:17](C)[CH3:18])C2C=CC=CC=2N=N1.[F:23][C:24]1[CH:25]=[CH:26][C:27]([O:48][C:49]2[CH:57]=[CH:56][C:52]([C:53](O)=[O:54])=[CH:51][CH:50]=2)=[C:28]2[C:32]=1[C@H:31]([O:33][C:34]1[CH:47]=[CH:46][C:37]3[C@H:38]([CH2:41][C:42]([O:44][CH3:45])=[O:43])[CH2:39][O:40][C:36]=3[CH:35]=1)[CH2:30][CH2:29]2.C(N(C(C)C)C(C)C)C.CNC. (2) Given the product [CH3:12][O:11][CH2:10][CH2:9][O:8][C:6]1[CH:5]=[CH:4][C:3](/[CH:13]=[CH:14]/[C:15]([O:17][CH2:18][CH3:19])=[O:16])=[C:2]([O:1][C:21]2[C:26]([CH3:27])=[CH:25][C:24]([N+:28]([O-:30])=[O:29])=[CH:23][N:22]=2)[CH:7]=1, predict the reactants needed to synthesize it. The reactants are: [OH:1][C:2]1[CH:7]=[C:6]([O:8][CH2:9][CH2:10][O:11][CH3:12])[CH:5]=[CH:4][C:3]=1/[CH:13]=[CH:14]/[C:15]([O:17][CH2:18][CH3:19])=[O:16].Cl[C:21]1[C:26]([CH3:27])=[CH:25][C:24]([N+:28]([O-:30])=[O:29])=[CH:23][N:22]=1.C(=O)([O-])[O-].[K+].[K+].O. (3) Given the product [Cl:31][C:32]1[C:40]2[C:35](=[CH:36][C:37]([S:41]([C:44]3[CH:45]=[CH:46][C:47]([C:48]([N:19]4[CH2:20][CH2:21][N:16]([C:11]5[CH:12]=[CH:13][C:14](=[O:15])[N:9]([CH3:8])[N:10]=5)[CH2:17][CH2:18]4)=[O:49])=[CH:51][CH:52]=3)(=[O:43])=[O:42])=[CH:38][CH:39]=2)[NH:34][CH:33]=1, predict the reactants needed to synthesize it. The reactants are: FC(F)(F)C(O)=O.[CH3:8][N:9]1[C:14](=[O:15])[CH:13]=[CH:12][C:11]([N:16]2[CH2:21][CH2:20][NH:19][CH2:18][CH2:17]2)=[N:10]1.C(N(CC)C(C)C)(C)C.[Cl:31][C:32]1[CH:40]2[CH:35]([CH:36]=[C:37]([S:41]([C:44]3[CH:52]=[CH:51][C:47]([C:48](O)=[O:49])=[CH:46][CH:45]=3)(=[O:43])=[O:42])[CH:38]=[CH:39]2)[NH:34][CH:33]=1.F[B-](F)(F)F.N1(OC(N(C)C)=[N+](C)C)C2C=CC=CC=2N=N1.CN1C(=O)C=CC(N2CCNCC2)=N1.